From a dataset of Forward reaction prediction with 1.9M reactions from USPTO patents (1976-2016). Predict the product of the given reaction. The product is: [C:26]1([N:12]2[C:11]([C@@H:9]([NH:8][C:7]3[CH:6]=[CH:5][N:4]=[C:3]4[S:32][CH:33]=[N:1][C:2]=34)[CH3:10])=[CH:20][C:19]3[C:14](=[C:15]([C:21]([F:23])([F:22])[F:24])[CH:16]=[CH:17][CH:18]=3)[C:13]2=[O:25])[CH:27]=[CH:28][CH:29]=[CH:30][CH:31]=1. Given the reactants [NH2:1][C:2]1[C:3]([SH:32])=[N:4][CH:5]=[CH:6][C:7]=1[NH:8][C@H:9]([C:11]1[N:12]([C:26]2[CH:31]=[CH:30][CH:29]=[CH:28][CH:27]=2)[C:13](=[O:25])[C:14]2[C:19]([CH:20]=1)=[CH:18][CH:17]=[CH:16][C:15]=2[C:21]([F:24])([F:23])[F:22])[CH3:10].[CH:33](OCC)(OCC)OCC, predict the reaction product.